This data is from Reaction yield outcomes from USPTO patents with 853,638 reactions. The task is: Predict the reaction yield, written as a fraction of the theoretical maximum amount of product (1.0 means a 100% yield; for example, 0.34 means a 34% yield). (1) The product is [F:1][C:2]1[CH:3]=[C:4]([N:8]2[C:12]([NH:13][C:18](=[O:19])[O:20][C:21]3[CH:26]=[CH:25][CH:24]=[CH:23][CH:22]=3)=[CH:11][C:10]([CH:14]([CH3:16])[CH3:15])=[N:9]2)[CH:5]=[N:6][CH:7]=1. No catalyst specified. The reactants are [F:1][C:2]1[CH:3]=[C:4]([N:8]2[C:12]([NH2:13])=[CH:11][C:10]([CH:14]([CH3:16])[CH3:15])=[N:9]2)[CH:5]=[N:6][CH:7]=1.Cl[C:18]([O:20][C:21]1[CH:26]=[CH:25][CH:24]=[CH:23][CH:22]=1)=[O:19]. The yield is 0.350. (2) The reactants are [C:1]([O:4][C:5]1[CH:13]=[CH:12][CH:11]=[CH:10][C:6]=1C(O)=O)(=[O:3])[CH3:2].C(Cl)(=O)C(Cl)=O.[CH3:20][N:21]([CH:23]=[O:24])C.NC1[S:30][C:29]([NH:31][C:32]2[CH:37]=[CH:36][C:35]([O:38][CH3:39])=[CH:34][CH:33]=2)=[N:28][C:27]=1[C:40]([NH2:42])=[O:41]. The catalyst is C(Cl)Cl.N1C=CC=CC=1. The product is [C:1]([O:4][C:5]1[CH:6]=[CH:10][C:11]([C:23](=[O:24])[NH:21][C:20]2[S:30][C:29]([NH:31][C:32]3[CH:33]=[CH:34][C:35]([O:38][CH3:39])=[CH:36][CH:37]=3)=[N:28][C:27]=2[C:40](=[O:41])[NH2:42])=[CH:12][CH:13]=1)(=[O:3])[CH3:2]. The yield is 0.680. (3) The reactants are [OH:1][CH:2]([C:6]1[CH:11]=[CH:10][C:9]([C:12]2[N:16]=[C:15]([C:17]3[O:21][N:20]=[C:19]([C:22]4[CH:27]=[CH:26][CH:25]=[CH:24][CH:23]=4)[C:18]=3[C:28]([F:31])([F:30])[F:29])[O:14][N:13]=2)=[CH:8][CH:7]=1)[C:3]([OH:5])=O.CN1CCOCC1.[N:39]1[CH:44]=[CH:43][CH:42]=[CH:41][C:40]=1[CH2:45][NH2:46].F[P-](F)(F)(F)(F)F.N1(O[P+](N(C)C)(N(C)C)N(C)C)C2C=CC=CC=2N=N1. The catalyst is CN(C=O)C. The product is [OH:1][CH:2]([C:6]1[CH:7]=[CH:8][C:9]([C:12]2[N:16]=[C:15]([C:17]3[O:21][N:20]=[C:19]([C:22]4[CH:23]=[CH:24][CH:25]=[CH:26][CH:27]=4)[C:18]=3[C:28]([F:31])([F:30])[F:29])[O:14][N:13]=2)=[CH:10][CH:11]=1)[C:3]([NH:46][CH2:45][C:40]1[CH:41]=[CH:42][CH:43]=[CH:44][N:39]=1)=[O:5]. The yield is 0.405. (4) The reactants are [Cl:1][C:2]1[CH:19]=[CH:18][C:5]2[N:6]3[CH:17]=[CH:16][CH:15]=[C:7]3[C:8]3([CH2:14][CH2:13][NH:12][CH2:11][CH2:10]3)[O:9][C:4]=2[CH:3]=1.CCN(CC)CC.[F:27][C:28]([F:39])([F:38])[C:29](O[C:29](=[O:30])[C:28]([F:39])([F:38])[F:27])=[O:30]. The catalyst is C1COCC1.CN(C1C=CN=CC=1)C. The product is [Cl:1][C:2]1[CH:19]=[CH:18][C:5]2[N:6]3[CH:17]=[CH:16][CH:15]=[C:7]3[C:8]3([CH2:10][CH2:11][N:12]([C:29](=[O:30])[C:28]([F:39])([F:38])[F:27])[CH2:13][CH2:14]3)[O:9][C:4]=2[CH:3]=1. The yield is 0.850. (5) The reactants are [Br:1][C:2]1[CH:20]=[CH:19][C:5]([CH2:6][N:7]2[CH:15]=[C:14]3[C:9]([NH:10][C:11](=O)[N:12]([CH3:17])[C:13]3=[O:16])=[N:8]2)=[CH:4][CH:3]=1.O=P(Cl)(Cl)[Cl:23]. No catalyst specified. The product is [Cl:23][C:11]1[N:12]([CH3:17])[C:13](=[O:16])[C:14]2[C:9](=[N:8][N:7]([CH2:6][C:5]3[CH:19]=[CH:20][C:2]([Br:1])=[CH:3][CH:4]=3)[CH:15]=2)[N:10]=1. The yield is 0.940. (6) The reactants are [NH2:1][CH:2]([CH2:18][C:19]1[CH:24]=[CH:23][C:22]([C:25]([F:28])([F:27])[F:26])=[CH:21][CH:20]=1)[CH:3]([C:5]1[CH:10]=[CH:9][C:8]([O:11][C:12]2[CH:17]=[CH:16][CH:15]=[CH:14][CH:13]=2)=[CH:7][CH:6]=1)[OH:4].[C:29]1([CH2:35][CH2:36][C:37](Cl)=[O:38])[CH:34]=[CH:33][CH:32]=[CH:31][CH:30]=1.C(=O)([O-])O.[Na+]. The catalyst is C(OCC)(=O)C.O. The product is [OH:4][CH:3]([C:5]1[CH:6]=[CH:7][C:8]([O:11][C:12]2[CH:17]=[CH:16][CH:15]=[CH:14][CH:13]=2)=[CH:9][CH:10]=1)[CH:2]([NH:1][C:37](=[O:38])[CH2:36][CH2:35][C:29]1[CH:34]=[CH:33][CH:32]=[CH:31][CH:30]=1)[CH2:18][C:19]1[CH:20]=[CH:21][C:22]([C:25]([F:26])([F:27])[F:28])=[CH:23][CH:24]=1. The yield is 0.880.